Dataset: Reaction yield outcomes from USPTO patents with 853,638 reactions. Task: Predict the reaction yield, written as a fraction of the theoretical maximum amount of product (1.0 means a 100% yield; for example, 0.34 means a 34% yield). (1) The reactants are [Cl:1][C:2]1[CH:3]=[C:4]([NH:16][C:17]2[C:26]3[C:21](=[CH:22][CH:23]=[C:24]([N+:27]([O-])=O)[CH:25]=3)[N:20]=[CH:19][N:18]=2)[CH:5]=[CH:6][C:7]=1[O:8][CH2:9][C:10]1[CH:15]=[CH:14][CH:13]=[CH:12][N:11]=1.Cl. The catalyst is C(O)C.O.[Fe]. The product is [Cl:1][C:2]1[CH:3]=[C:4]([NH:16][C:17]2[C:26]3[C:21](=[CH:22][CH:23]=[C:24]([NH2:27])[CH:25]=3)[N:20]=[CH:19][N:18]=2)[CH:5]=[CH:6][C:7]=1[O:8][CH2:9][C:10]1[CH:15]=[CH:14][CH:13]=[CH:12][N:11]=1. The yield is 0.541. (2) The reactants are [OH:1][S:2]([OH:5])(=O)=[O:3].O=S(=O)=O.[CH3:10][C:11]1[CH:20]=[CH:19][C:18]2[C:13](=[C:14]([OH:21])[CH:15]=[CH:16][CH:17]=2)[N:12]=1. The catalyst is S(=O)(=O)(O)O.CC(C)=O. The product is [OH:21][C:14]1[C:13]2[N:12]=[C:11]([CH3:10])[CH:20]=[CH:19][C:18]=2[C:17]([S:2]([OH:5])(=[O:3])=[O:1])=[CH:16][CH:15]=1. The yield is 0.940. (3) The yield is 0.220. The product is [CH3:2][O:3][C:4]1[CH:5]=[C:6]2[C:11](=[C:12]([N:14]3[CH2:15][CH2:16][N:17]([CH3:20])[CH2:18][CH2:19]3)[CH:13]=1)[O:10][CH:9]([C:21]([NH:34][C:33]1[CH:32]=[CH:31][C:30]([C:28]3[O:27][N:26]=[C:25]([CH3:24])[N:29]=3)=[CH:36][CH:35]=1)=[O:23])[CH2:8][CH2:7]2. The reactants are Cl.[CH3:2][O:3][C:4]1[CH:5]=[C:6]2[C:11](=[C:12]([N:14]3[CH2:19][CH2:18][N:17]([CH3:20])[CH2:16][CH2:15]3)[CH:13]=1)[O:10][CH:9]([C:21]([OH:23])=O)[CH2:8][CH2:7]2.[CH3:24][C:25]1[N:29]=[C:28]([C:30]2[CH:36]=[CH:35][C:33]([NH2:34])=[CH:32][CH:31]=2)[O:27][N:26]=1. No catalyst specified. (4) The product is [N:41]1([CH2:40][CH2:39][CH2:38][N:26]2[CH:27]=[C:23]([C:21]([N:19]3[CH2:18][CH2:17][C:15]4[N:16]=[C:11]([NH:10][CH:2]5[CH2:3][C:4]6[C:9](=[CH:8][CH:7]=[CH:6][CH:5]=6)[CH2:1]5)[N:12]=[CH:13][C:14]=4[CH2:20]3)=[O:22])[CH:24]=[N:25]2)[CH:45]=[CH:44][N:43]=[CH:42]1. The catalyst is CN(C)C=O. The yield is 0.280. The reactants are [CH2:1]1[C:9]2[C:4](=[CH:5][CH:6]=[CH:7][CH:8]=2)[CH2:3][CH:2]1[NH:10][C:11]1[N:12]=[CH:13][C:14]2[CH2:20][N:19]([C:21]([C:23]3[CH:24]=[N:25][NH:26][CH:27]=3)=[O:22])[CH2:18][CH2:17][C:15]=2[N:16]=1.C(=O)([O-])[O-].[Cs+].[Cs+].[I-].[Na+].Br.Br[CH2:38][CH2:39][CH2:40][N:41]1[CH:45]=[CH:44][N:43]=[CH:42]1. (5) The reactants are [F:1][C:2]([F:15])([F:14])[O:3][C:4]1[CH:5]=[C:6]([CH:11]=[CH:12][CH:13]=1)[C:7]([NH:9][NH2:10])=O.Cl[C:17]1[N:22]=[N:21][C:20]([C:23]([OH:25])=[O:24])=[CH:19][CH:18]=1.Cl.C(N(CC)CC)C. The catalyst is C1(C)C(C)=CC=CC=1. The product is [F:1][C:2]([F:15])([F:14])[O:3][C:4]1[CH:5]=[C:6]([C:7]2[N:22]3[N:21]=[C:20]([C:23]([OH:25])=[O:24])[CH:19]=[CH:18][C:17]3=[N:10][N:9]=2)[CH:11]=[CH:12][CH:13]=1. The yield is 0.280. (6) The reactants are [NH2:1][C:2]1[CH:3]=[CH:4][CH:5]=[C:6]2[C:10]=1[NH:9][C:8]([C:11]([O:13][CH2:14][CH3:15])=[O:12])=[CH:7]2.[C:16](O[C:16]([O:18][C:19]([CH3:22])([CH3:21])[CH3:20])=[O:17])([O:18][C:19]([CH3:22])([CH3:21])[CH3:20])=[O:17].C(N(CC)CC)C. The catalyst is O1CCCC1. The product is [C:19]([O:18][C:16]([NH:1][C:2]1[CH:3]=[CH:4][CH:5]=[C:6]2[C:10]=1[NH:9][C:8]([C:11]([O:13][CH2:14][CH3:15])=[O:12])=[CH:7]2)=[O:17])([CH3:22])([CH3:21])[CH3:20]. The yield is 0.600.